Dataset: Catalyst prediction with 721,799 reactions and 888 catalyst types from USPTO. Task: Predict which catalyst facilitates the given reaction. (1) The catalyst class is: 5. Product: [O:1]1[CH2:5][CH2:4][CH:3]([C:6]([O:8][CH3:9])=[O:7])[CH2:2]1. Reactant: [O:1]1[CH2:5][CH2:4][CH:3]([C:6]([OH:8])=[O:7])[CH2:2]1.[CH3:9]C1C=CC(S(O)(=O)=O)=CC=1. (2) Reactant: [NH2:1][C:2]1[C:10]([Cl:11])=[CH:9][CH:8]=[CH:7][C:3]=1[C:4]([OH:6])=[O:5].[Br:12]Br.Br. Product: [NH2:1][C:2]1[C:10]([Cl:11])=[CH:9][C:8]([Br:12])=[CH:7][C:3]=1[C:4]([OH:6])=[O:5]. The catalyst class is: 22. (3) Product: [C:23]([C:7]1[C:8]2[C:13](=[CH:12][CH:11]=[C:10]([O:16][C:17]3[CH:22]=[CH:21][CH:20]=[CH:19][CH:18]=3)[CH:9]=2)[C:14]([OH:15])=[C:5]([C:3]([NH:25][CH2:26][CH2:27][CH2:28][C:29]([OH:31])=[O:30])=[O:4])[N:6]=1)#[N:24]. Reactant: CO[C:3]([C:5]1[N:6]=[C:7]([C:23]#[N:24])[C:8]2[C:13]([C:14]=1[OH:15])=[CH:12][CH:11]=[C:10]([O:16][C:17]1[CH:22]=[CH:21][CH:20]=[CH:19][CH:18]=1)[CH:9]=2)=[O:4].[NH2:25][CH2:26][CH2:27][CH2:28][C:29]([OH:31])=[O:30].C[O-].[Na+].CO.Cl. The catalyst class is: 6. (4) Reactant: C([N:5]1[C:14]2[C:9](=[CH:10][C:11]([Cl:20])=[C:12]([N:15]3[CH2:19][CH2:18][CH2:17][CH2:16]3)[N:13]=2)[C:8](=[O:21])[C:7]([C:22]([O:24]CC)=[O:23])=[CH:6]1)(C)(C)C.Cl.O1CCOCC1. The catalyst class is: 6. Product: [Cl:20][C:11]1[CH:10]=[C:9]2[C:14](=[N:13][C:12]=1[N:15]1[CH2:19][CH2:18][CH2:17][CH2:16]1)[NH:5][CH:6]=[C:7]([C:22]([OH:24])=[O:23])[C:8]2=[O:21]. (5) Reactant: [CH3:1][N:2]1[CH2:27][CH2:26][C@:4]2([N:8]=[C:7]([C:9]3[N:14]=[C:13]([CH3:15])[CH:12]=[C:11]([C:16]4[CH:21]=[CH:20][C:19]([C:22]([F:25])([F:24])[F:23])=[CH:18][CH:17]=4)[N:10]=3)[CH2:6][CH2:5]2)[C:3]1=[O:28].C(N)(C)(C)C.B.Cl.CC(C)=O.C(=O)=O. Product: [CH3:1][N:2]1[CH2:27][CH2:26][C:4]2([NH:8][CH:7]([C:9]3[N:14]=[C:13]([CH3:15])[CH:12]=[C:11]([C:16]4[CH:17]=[CH:18][C:19]([C:22]([F:25])([F:24])[F:23])=[CH:20][CH:21]=4)[N:10]=3)[CH2:6][CH2:5]2)[C:3]1=[O:28]. The catalyst class is: 2. (6) Reactant: O=C(Cl)[O:3][C:4](Cl)(Cl)Cl.[F:9][C:10]1[C:15]([N+:16]([O-:18])=[O:17])=[CH:14][C:13]([NH:19][CH2:20][C:21]2[C:22]([NH:31][CH:32]([CH3:34])[CH3:33])=[CH:23][C:24]([N:27]([O:29][CH3:30])[CH3:28])=[N:25][CH:26]=2)=[C:12]([CH3:35])[CH:11]=1.CCN(CC)CC. Product: [F:9][C:10]1[C:15]([N+:16]([O-:18])=[O:17])=[CH:14][C:13]([N:19]2[CH2:20][C:21]3[CH:26]=[N:25][C:24]([N:27]([O:29][CH3:30])[CH3:28])=[CH:23][C:22]=3[N:31]([CH:32]([CH3:33])[CH3:34])[C:4]2=[O:3])=[C:12]([CH3:35])[CH:11]=1. The catalyst class is: 12.